From a dataset of Reaction yield outcomes from USPTO patents with 853,638 reactions. Predict the reaction yield, written as a fraction of the theoretical maximum amount of product (1.0 means a 100% yield; for example, 0.34 means a 34% yield). The reactants are [C:1]([NH:11][C@H:12]([C:16]([O:18][C:19]1[CH:20]=[C:21]([CH:29]=[CH:30][C:31]=1[O:32][C:33](=[O:49])[C@H:34]([CH:46]([CH3:48])[CH3:47])[NH:35][C:36]([O:38][CH2:39][C:40]1[CH:45]=[CH:44][CH:43]=[CH:42][CH:41]=1)=[O:37])[CH2:22][CH2:23][C:24]([O:26][CH2:27]Cl)=[O:25])=[O:17])[CH:13]([CH3:15])[CH3:14])([O:3][CH2:4][C:5]1[CH:10]=[CH:9][CH:8]=[CH:7][CH:6]=1)=[O:2].[I-:50].[Na+]. The product is [C:1]([NH:11][C@H:12]([C:16]([O:18][C:19]1[CH:20]=[C:21]([CH:29]=[CH:30][C:31]=1[O:32][C:33](=[O:49])[C@H:34]([CH:46]([CH3:48])[CH3:47])[NH:35][C:36]([O:38][CH2:39][C:40]1[CH:45]=[CH:44][CH:43]=[CH:42][CH:41]=1)=[O:37])[CH2:22][CH2:23][C:24]([O:26][CH2:27][I:50])=[O:25])=[O:17])[CH:13]([CH3:15])[CH3:14])([O:3][CH2:4][C:5]1[CH:10]=[CH:9][CH:8]=[CH:7][CH:6]=1)=[O:2]. The yield is 0.900. The catalyst is C(#N)C.